This data is from Peptide-MHC class II binding affinity with 134,281 pairs from IEDB. The task is: Regression. Given a peptide amino acid sequence and an MHC pseudo amino acid sequence, predict their binding affinity value. This is MHC class II binding data. (1) The peptide sequence is IKYNGEEYLILSARD. The MHC is DRB5_0101 with pseudo-sequence DRB5_0101. The binding affinity (normalized) is 0.329. (2) The MHC is HLA-DPA10201-DPB10101 with pseudo-sequence HLA-DPA10201-DPB10101. The peptide sequence is FYNEKAFLLTTFDVS. The binding affinity (normalized) is 0.411. (3) The peptide sequence is STGGAYESYKFIPALEAAVK. The MHC is HLA-DQA10501-DQB10201 with pseudo-sequence HLA-DQA10501-DQB10201. The binding affinity (normalized) is 0.586. (4) The peptide sequence is SVKRSNGSAEVHRGA. The MHC is DRB1_0401 with pseudo-sequence DRB1_0401. The binding affinity (normalized) is 0.167. (5) The peptide sequence is PTIGVGGNFAGGGFG. The MHC is DRB1_0101 with pseudo-sequence DRB1_0101. The binding affinity (normalized) is 0.174. (6) The peptide sequence is YFVAILDYLNHMAKE. The MHC is DRB5_0101 with pseudo-sequence DRB5_0101. The binding affinity (normalized) is 0.451.